Dataset: NCI-60 drug combinations with 297,098 pairs across 59 cell lines. Task: Regression. Given two drug SMILES strings and cell line genomic features, predict the synergy score measuring deviation from expected non-interaction effect. (1) Drug 1: CN1C2=C(C=C(C=C2)N(CCCl)CCCl)N=C1CCCC(=O)O.Cl. Drug 2: C(CC(=O)O)C(=O)CN.Cl. Cell line: OVCAR-8. Synergy scores: CSS=2.44, Synergy_ZIP=1.95, Synergy_Bliss=4.78, Synergy_Loewe=1.60, Synergy_HSA=1.65. (2) Drug 1: CC(C1=C(C=CC(=C1Cl)F)Cl)OC2=C(N=CC(=C2)C3=CN(N=C3)C4CCNCC4)N. Drug 2: C#CCC(CC1=CN=C2C(=N1)C(=NC(=N2)N)N)C3=CC=C(C=C3)C(=O)NC(CCC(=O)O)C(=O)O. Synergy scores: CSS=2.17, Synergy_ZIP=-0.537, Synergy_Bliss=-1.10, Synergy_Loewe=-2.32, Synergy_HSA=-2.23. Cell line: IGROV1. (3) Drug 2: CC1=C(C(=CC=C1)Cl)NC(=O)C2=CN=C(S2)NC3=CC(=NC(=N3)C)N4CCN(CC4)CCO. Cell line: ACHN. Synergy scores: CSS=32.4, Synergy_ZIP=1.25, Synergy_Bliss=3.68, Synergy_Loewe=-5.77, Synergy_HSA=4.15. Drug 1: C1CCC(CC1)NC(=O)N(CCCl)N=O. (4) Drug 1: CC1=CC=C(C=C1)C2=CC(=NN2C3=CC=C(C=C3)S(=O)(=O)N)C(F)(F)F. Drug 2: C1CN1C2=NC(=NC(=N2)N3CC3)N4CC4. Cell line: SK-OV-3. Synergy scores: CSS=6.00, Synergy_ZIP=-1.75, Synergy_Bliss=0.772, Synergy_Loewe=-17.5, Synergy_HSA=-1.57. (5) Drug 2: CC1CCC2CC(C(=CC=CC=CC(CC(C(=O)C(C(C(=CC(C(=O)CC(OC(=O)C3CCCCN3C(=O)C(=O)C1(O2)O)C(C)CC4CCC(C(C4)OC)O)C)C)O)OC)C)C)C)OC. Drug 1: CCC1=CC2CC(C3=C(CN(C2)C1)C4=CC=CC=C4N3)(C5=C(C=C6C(=C5)C78CCN9C7C(C=CC9)(C(C(C8N6C)(C(=O)OC)O)OC(=O)C)CC)OC)C(=O)OC.C(C(C(=O)O)O)(C(=O)O)O. Cell line: OVCAR-4. Synergy scores: CSS=22.7, Synergy_ZIP=-8.51, Synergy_Bliss=-5.13, Synergy_Loewe=-0.969, Synergy_HSA=0.357. (6) Drug 1: CC12CCC3C(C1CCC2=O)CC(=C)C4=CC(=O)C=CC34C. Drug 2: CC1CCC2CC(C(=CC=CC=CC(CC(C(=O)C(C(C(=CC(C(=O)CC(OC(=O)C3CCCCN3C(=O)C(=O)C1(O2)O)C(C)CC4CCC(C(C4)OC)O)C)C)O)OC)C)C)C)OC. Cell line: CCRF-CEM. Synergy scores: CSS=65.3, Synergy_ZIP=-0.693, Synergy_Bliss=-2.36, Synergy_Loewe=-3.86, Synergy_HSA=-3.20.